This data is from Catalyst prediction with 721,799 reactions and 888 catalyst types from USPTO. The task is: Predict which catalyst facilitates the given reaction. (1) Reactant: [CH3:1][O:2][C:3](=[O:8])/[CH:4]=[CH:5]/[CH2:6]Br.[N+:9]([C:12]1[CH:17]=[CH:16][CH:15]=[CH:14][C:13]=1[OH:18])([O-:11])=[O:10].C([O-])([O-])=O.[K+].[K+]. Product: [N+:9]([C:12]1[CH:17]=[CH:16][CH:15]=[CH:14][C:13]=1[O:18][CH2:6]/[CH:5]=[CH:4]/[C:3]([O:2][CH3:1])=[O:8])([O-:11])=[O:10]. The catalyst class is: 508. (2) Reactant: N1CCCN2CCCCCC=12.[C:12]1([C:40]2[CH:45]=[CH:44][CH:43]=[CH:42][CH:41]=2)[CH:17]=[CH:16][C:15]([C:18]2[N:23]=[C:22]3[N:24]=[C:25](S(C)(=O)=O)[N:26](COCC[Si](C)(C)C)[C:21]3=[CH:20][C:19]=2[Cl:39])=[CH:14][CH:13]=1.[Si]([O:53][C@H:54]1[C@H:58]2[O:59][CH2:60][CH:61]([CH2:62][CH2:63][OH:64])[C@H:57]2[O:56][CH2:55]1)(C(C)(C)C)(C)C.O. Product: [C:12]1([C:40]2[CH:45]=[CH:44][CH:43]=[CH:42][CH:41]=2)[CH:17]=[CH:16][C:15]([C:18]2[N:23]=[C:22]3[N:24]=[C:25]([O:64][CH2:63][CH2:62][CH:61]4[C@H:57]5[O:56][CH2:55][C@@H:54]([OH:53])[C@H:58]5[O:59][CH2:60]4)[NH:26][C:21]3=[CH:20][C:19]=2[Cl:39])=[CH:14][CH:13]=1. The catalyst class is: 3. (3) Reactant: Cl[C:2]1[CH:24]=[CH:23][C:5]2[N:6]([CH:10]3[CH2:15][CH2:14][N:13]([C:16]([O:18][C:19]([CH3:22])([CH3:21])[CH3:20])=[O:17])[CH2:12][CH2:11]3)[C:7](=O)[NH:8][C:4]=2[CH:3]=1.Cl[CH2:26][C:27]1[CH:28]=[C:29]([CH:40]=[CH:41][CH:42]=1)[C:30]([O:32][CH2:33][C:34]1[CH:39]=[CH:38][CH:37]=[CH:36][CH:35]=1)=[O:31].[C:43](=O)([O-])[O-:44].[K+].[K+]. Product: [CH2:33]([O:32][C:30]([C:29]1[CH:28]=[C:27]([CH:42]=[CH:41][CH:40]=1)[CH2:26][N:8]1[C:43](=[O:44])[C:10]2([CH2:11][CH2:12][N:13]([C:16]([O:18][C:19]([CH3:22])([CH3:20])[CH3:21])=[O:17])[CH2:14][CH2:15]2)[N:6]([C:5]2[CH:23]=[CH:24][CH:2]=[CH:3][CH:4]=2)[CH2:7]1)=[O:31])[C:34]1[CH:39]=[CH:38][CH:37]=[CH:36][CH:35]=1. The catalyst class is: 9. (4) Reactant: [OH:1][C@H:2]1[CH2:6][N:5]([C:7](=[O:15])[CH2:8][C:9]2[O:13][N:12]=[C:11]([CH3:14])[CH:10]=2)[C@H:4]([C:16]([OH:18])=O)[CH2:3]1.Cl.[NH2:20][CH2:21][C:22]1[CH:27]=[CH:26][C:25]([C:28]2[CH:29]=[CH:30][C:31]3[O:35][C:34](=[O:36])[NH:33][C:32]=3[CH:37]=2)=[CH:24][CH:23]=1.CCN(C(C)C)C(C)C.CN(C(ON1N=NC2C=CC=NC1=2)=[N+](C)C)C.F[P-](F)(F)(F)(F)F. Product: [OH:1][C@H:2]1[CH2:6][N:5]([C:7](=[O:15])[CH2:8][C:9]2[O:13][N:12]=[C:11]([CH3:14])[CH:10]=2)[C@H:4]([C:16]([NH:20][CH2:21][C:22]2[CH:23]=[CH:24][C:25]([C:28]3[CH:29]=[CH:30][C:31]4[O:35][C:34](=[O:36])[NH:33][C:32]=4[CH:37]=3)=[CH:26][CH:27]=2)=[O:18])[CH2:3]1. The catalyst class is: 3.